Dataset: Forward reaction prediction with 1.9M reactions from USPTO patents (1976-2016). Task: Predict the product of the given reaction. (1) Given the reactants C([O:8][C:9]1[CH:18]=[C:17]2[C:12]([C:13]([O:22][C:23]3[CH:28]=[CH:27][C:26]([NH:29][C:30](=[O:37])[C:31]4[CH:36]=[CH:35][CH:34]=[CH:33][CH:32]=4)=[CH:25][CH:24]=3)=[C:14]([CH:19]3[CH2:21][CH2:20]3)[CH:15]=[N:16]2)=[CH:11][C:10]=1[O:38][CH3:39])C1C=CC=CC=1, predict the reaction product. The product is: [C:30]([NH:29][C:26]1[CH:27]=[CH:28][C:23]([O:22][C:13]2[C:12]3[C:17](=[CH:18][C:9]([OH:8])=[C:10]([O:38][CH3:39])[CH:11]=3)[N:16]=[CH:15][C:14]=2[CH:19]2[CH2:21][CH2:20]2)=[CH:24][CH:25]=1)(=[O:37])[C:31]1[CH:32]=[CH:33][CH:34]=[CH:35][CH:36]=1. (2) Given the reactants [N:1]([C:4]12[CH2:13][CH:8]3[CH2:9][CH:10]([CH2:12][CH:6]([CH2:7]3)[CH2:5]1)[CH2:11]2)=[N+:2]=[N-:3].[CH3:14][O:15][C:16]1[CH:21]=[CH:20][C:19]([O:22][CH2:23][C:24]#[CH:25])=[CH:18][C:17]=1[O:26][CH3:27].O=C1O[C@H]([C@H](CO)O)C([O-])=C1O.[Na+], predict the reaction product. The product is: [C:4]12([N:1]3[CH:25]=[C:24]([CH2:23][O:22][C:19]4[CH:20]=[CH:21][C:16]([O:15][CH3:14])=[C:17]([O:26][CH3:27])[CH:18]=4)[N:3]=[N:2]3)[CH2:5][CH:6]3[CH2:12][CH:10]([CH2:9][CH:8]([CH2:7]3)[CH2:13]1)[CH2:11]2.